From a dataset of Catalyst prediction with 721,799 reactions and 888 catalyst types from USPTO. Predict which catalyst facilitates the given reaction. (1) Reactant: [Cl:1][C:2]1[CH:37]=[CH:36][C:5]2[C:6]3[N:23]=[C:22]([NH:24][C:25]4[CH:33]=[CH:32][C:28]([C:29]([OH:31])=[O:30])=[C:27]([O:34][CH3:35])[CH:26]=4)[N:21]=[CH:20][C:7]=3[CH2:8][N:9]=[C:10]([C:11]3[C:16]([O:17][CH3:18])=[CH:15][CH:14]=[CH:13][C:12]=3[F:19])[C:4]=2[CH:3]=1.[OH-].[Na+:39]. Product: [Cl:1][C:2]1[CH:37]=[CH:36][C:5]2[C:6]3[N:23]=[C:22]([NH:24][C:25]4[CH:33]=[CH:32][C:28]([C:29]([O-:31])=[O:30])=[C:27]([O:34][CH3:35])[CH:26]=4)[N:21]=[CH:20][C:7]=3[CH2:8][N:9]=[C:10]([C:11]3[C:16]([O:17][CH3:18])=[CH:15][CH:14]=[CH:13][C:12]=3[F:19])[C:4]=2[CH:3]=1.[Na+:39]. The catalyst class is: 40. (2) Product: [NH2:1][C:2]1[C:10]([NH2:11])=[CH:9][CH:8]=[CH:7][C:3]=1[C:4]([OH:6])=[O:5]. The catalyst class is: 227. Reactant: [NH2:1][C:2]1[C:10]([N+:11]([O-])=O)=[CH:9][CH:8]=[CH:7][C:3]=1[C:4]([OH:6])=[O:5].[OH-].[Na+].O.NN. (3) Reactant: [C:1]([C:4]1[C:8]([O:9][CH3:10])=[C:7]([C:11]2[CH:16]=[CH:15][C:14]([Cl:17])=[CH:13][CH:12]=2)[N:6]([C:18]2[CH:23]=[CH:22][CH:21]=[CH:20][C:19]=2[Cl:24])[N:5]=1)(O)=[O:2].[NH2:25][N:26]1[CH2:31][CH2:30][O:29][CH2:28][CH2:27]1.O.ON1C2C=CC=CC=2N=N1.C(=O)([O-])O.[Na+]. Product: [Cl:24][C:19]1[CH:20]=[CH:21][CH:22]=[CH:23][C:18]=1[N:6]1[C:7]([C:11]2[CH:12]=[CH:13][C:14]([Cl:17])=[CH:15][CH:16]=2)=[C:8]([O:9][CH3:10])[C:4]([C:1](=[O:2])[NH:25][N:26]2[CH2:31][CH2:30][O:29][CH2:28][CH2:27]2)=[N:5]1. The catalyst class is: 34. (4) Reactant: CCN(C(C)C)C(C)C.C1CN([P+](ON2N=NC3C=CC=CC2=3)(N2CCCC2)N2CCCC2)CC1.F[P-](F)(F)(F)(F)F.[C:43]([O:47][C:48]([NH:50][C:51]1[S:55][C:54]([C:56]2[C:61]([F:62])=[CH:60][CH:59]=[CH:58][C:57]=2[F:63])=[N:53][C:52]=1[C:64]([OH:66])=O)=[O:49])([CH3:46])([CH3:45])[CH3:44].[NH2:67][C:68]1[CH:69]=[N:70][N:71]([CH3:82])[C:72]=1[N:73]1[CH2:79][CH2:78][CH2:77][C:76]([CH3:81])([OH:80])[CH2:75][CH2:74]1. Product: [F:62][C:61]1[CH:60]=[CH:59][CH:58]=[C:57]([F:63])[C:56]=1[C:54]1[S:55][C:51]([NH:50][C:48](=[O:49])[O:47][C:43]([CH3:44])([CH3:45])[CH3:46])=[C:52]([C:64](=[O:66])[NH:67][C:68]2[CH:69]=[N:70][N:71]([CH3:82])[C:72]=2[N:73]2[CH2:79][CH2:78][CH2:77][C:76]([OH:80])([CH3:81])[CH2:75][CH2:74]2)[N:53]=1. The catalyst class is: 34. (5) Reactant: [H-].[Na+].[CH:3]([O:6][C:7]1[C:16]2[C:11](=[CH:12][C:13]([OH:17])=[CH:14][CH:15]=2)[CH:10]=[C:9]([NH:18][C:19]2[CH:23]=[C:22]([CH3:24])[NH:21][N:20]=2)[N:8]=1)([CH3:5])[CH3:4].[CH3:25][O:26][CH2:27][CH2:28]Br. Product: [CH:3]([O:6][C:7]1[C:16]2[C:11](=[CH:12][C:13]([O:17][CH2:28][CH2:27][O:26][CH3:25])=[CH:14][CH:15]=2)[CH:10]=[C:9]([NH:18][C:19]2[CH:23]=[C:22]([CH3:24])[NH:21][N:20]=2)[N:8]=1)([CH3:5])[CH3:4]. The catalyst class is: 3.